Dataset: Reaction yield outcomes from USPTO patents with 853,638 reactions. Task: Predict the reaction yield, written as a fraction of the theoretical maximum amount of product (1.0 means a 100% yield; for example, 0.34 means a 34% yield). (1) The reactants are [NH2:1][C:2]1[CH:3]=[CH:4][C:5]([N+:11]([O-:13])=[O:12])=[C:6]([CH:10]=1)[C:7]([OH:9])=[O:8].[F:14][C:15]1[C:22]([F:23])=[C:21]([C:24]([F:27])([F:26])[F:25])[C:20]([F:28])=[C:19]([F:29])[C:16]=1[CH2:17]Br. No catalyst specified. The product is [N+:11]([C:5]1[CH:4]=[CH:3][C:2]([NH:1][CH2:17][C:16]2[C:19]([F:29])=[C:20]([F:28])[C:21]([C:24]([F:25])([F:27])[F:26])=[C:22]([F:23])[C:15]=2[F:14])=[CH:10][C:6]=1[C:7]([OH:9])=[O:8])([O-:13])=[O:12]. The yield is 0.763. (2) The reactants are C([N:5]1[CH:9]([CH2:10][NH:11][C:12](=[O:14])[CH3:13])[C:8]2[CH:15]=[C:16]([C:19]3[C:27]4[C:22](=[CH:23][C:24]([F:28])=[CH:25][CH:26]=4)[NH:21][CH:20]=3)[CH:17]=[CH:18][C:7]=2[S:6]1(=[O:30])=[O:29])(C)(C)C. The catalyst is Cl.CO. The product is [F:28][C:24]1[CH:23]=[C:22]2[C:27]([C:19]([C:16]3[CH:17]=[CH:18][C:7]4[S:6](=[O:30])(=[O:29])[NH:5][CH:9]([CH2:10][NH:11][C:12](=[O:14])[CH3:13])[C:8]=4[CH:15]=3)=[CH:20][NH:21]2)=[CH:26][CH:25]=1. The yield is 0.830.